The task is: Regression. Given two drug SMILES strings and cell line genomic features, predict the synergy score measuring deviation from expected non-interaction effect.. This data is from NCI-60 drug combinations with 297,098 pairs across 59 cell lines. (1) Drug 1: CCCCCOC(=O)NC1=NC(=O)N(C=C1F)C2C(C(C(O2)C)O)O. Drug 2: CC(C)NC(=O)C1=CC=C(C=C1)CNNC.Cl. Cell line: PC-3. Synergy scores: CSS=0.204, Synergy_ZIP=-0.636, Synergy_Bliss=-3.11, Synergy_Loewe=-2.80, Synergy_HSA=-3.74. (2) Drug 1: CC1C(C(CC(O1)OC2CC(CC3=C2C(=C4C(=C3O)C(=O)C5=C(C4=O)C(=CC=C5)OC)O)(C(=O)CO)O)N)O.Cl. Drug 2: C1=C(C(=O)NC(=O)N1)F. Cell line: SF-539. Synergy scores: CSS=44.6, Synergy_ZIP=0.712, Synergy_Bliss=1.50, Synergy_Loewe=5.02, Synergy_HSA=4.48. (3) Synergy scores: CSS=22.5, Synergy_ZIP=4.98, Synergy_Bliss=8.62, Synergy_Loewe=-14.0, Synergy_HSA=7.30. Drug 1: CCC1=C2CN3C(=CC4=C(C3=O)COC(=O)C4(CC)O)C2=NC5=C1C=C(C=C5)O. Drug 2: COC1=C2C(=CC3=C1OC=C3)C=CC(=O)O2. Cell line: NCI-H460. (4) Drug 1: CC=C1C(=O)NC(C(=O)OC2CC(=O)NC(C(=O)NC(CSSCCC=C2)C(=O)N1)C(C)C)C(C)C. Drug 2: C(CN)CNCCSP(=O)(O)O. Cell line: IGROV1. Synergy scores: CSS=22.8, Synergy_ZIP=7.10, Synergy_Bliss=6.87, Synergy_Loewe=-23.8, Synergy_HSA=5.64. (5) Drug 1: C#CCC(CC1=CN=C2C(=N1)C(=NC(=N2)N)N)C3=CC=C(C=C3)C(=O)NC(CCC(=O)O)C(=O)O. Drug 2: CC(C)NC(=O)C1=CC=C(C=C1)CNNC.Cl. Cell line: PC-3. Synergy scores: CSS=-2.33, Synergy_ZIP=-2.72, Synergy_Bliss=-7.64, Synergy_Loewe=-8.25, Synergy_HSA=-8.57. (6) Drug 1: CCN(CC)CCNC(=O)C1=C(NC(=C1C)C=C2C3=C(C=CC(=C3)F)NC2=O)C. Drug 2: C1=NNC2=C1C(=O)NC=N2. Cell line: TK-10. Synergy scores: CSS=-1.40, Synergy_ZIP=0.0284, Synergy_Bliss=1.60, Synergy_Loewe=0.00374, Synergy_HSA=0.00894. (7) Drug 1: C1=CC=C(C(=C1)C(C2=CC=C(C=C2)Cl)C(Cl)Cl)Cl. Drug 2: COC1=C2C(=CC3=C1OC=C3)C=CC(=O)O2. Cell line: NCI-H522. Synergy scores: CSS=-1.42, Synergy_ZIP=-1.68, Synergy_Bliss=-3.30, Synergy_Loewe=-2.35, Synergy_HSA=-2.46. (8) Drug 1: CC1=C(C(CCC1)(C)C)C=CC(=CC=CC(=CC(=O)O)C)C. Drug 2: CN1C2=C(C=C(C=C2)N(CCCl)CCCl)N=C1CCCC(=O)O.Cl. Cell line: HCC-2998. Synergy scores: CSS=3.49, Synergy_ZIP=1.67, Synergy_Bliss=3.48, Synergy_Loewe=0.842, Synergy_HSA=0.368. (9) Drug 1: C1=NC2=C(N=C(N=C2N1C3C(C(C(O3)CO)O)O)F)N. Drug 2: CN(CCCl)CCCl.Cl. Cell line: UACC-257. Synergy scores: CSS=9.20, Synergy_ZIP=-2.99, Synergy_Bliss=-0.132, Synergy_Loewe=-2.84, Synergy_HSA=0.990. (10) Drug 1: CC(C1=C(C=CC(=C1Cl)F)Cl)OC2=C(N=CC(=C2)C3=CN(N=C3)C4CCNCC4)N. Drug 2: CC1CCC2CC(C(=CC=CC=CC(CC(C(=O)C(C(C(=CC(C(=O)CC(OC(=O)C3CCCCN3C(=O)C(=O)C1(O2)O)C(C)CC4CCC(C(C4)OC)O)C)C)O)OC)C)C)C)OC. Cell line: 786-0. Synergy scores: CSS=33.1, Synergy_ZIP=3.69, Synergy_Bliss=3.60, Synergy_Loewe=-9.38, Synergy_HSA=4.01.